Dataset: Reaction yield outcomes from USPTO patents with 853,638 reactions. Task: Predict the reaction yield, written as a fraction of the theoretical maximum amount of product (1.0 means a 100% yield; for example, 0.34 means a 34% yield). (1) The reactants are C[O:2][C:3](=[O:34])[C:4]1[CH:9]=[C:8]([S:10][C:11]2[N:12]([CH3:16])[CH:13]=[CH:14][N:15]=2)[CH:7]=[C:6]([O:17][C:18]2[CH:23]=[CH:22][C:21]([P:24]([O:30][CH:31]([CH3:33])[CH3:32])([O:26][CH:27]([CH3:29])[CH3:28])=[O:25])=[CH:20][CH:19]=2)[CH:5]=1.O1CCOCC1.[OH-].[Na+]. The catalyst is O. The yield is 0.820. The product is [CH:27]([O:26][P:24]([C:21]1[CH:22]=[CH:23][C:18]([O:17][C:6]2[CH:5]=[C:4]([CH:9]=[C:8]([S:10][C:11]3[N:12]([CH3:16])[CH:13]=[CH:14][N:15]=3)[CH:7]=2)[C:3]([OH:34])=[O:2])=[CH:19][CH:20]=1)([O:30][CH:31]([CH3:33])[CH3:32])=[O:25])([CH3:28])[CH3:29]. (2) The product is [O:1]1[CH2:6][CH2:5][N:4]([CH2:7][CH2:8][NH:9][C:17](=[O:18])[O:19][C:20]([CH3:23])([CH3:22])[CH3:21])[CH2:3][CH2:2]1. The catalyst is ClCCl. The reactants are [O:1]1[CH2:6][CH2:5][N:4]([CH2:7][CH2:8][NH2:9])[CH2:3][CH2:2]1.C(N(CC)CC)C.[C:17](O[C:17]([O:19][C:20]([CH3:23])([CH3:22])[CH3:21])=[O:18])([O:19][C:20]([CH3:23])([CH3:22])[CH3:21])=[O:18]. The yield is 0.810. (3) The reactants are [CH3:1][O:2][C:3](=[O:18])[CH2:4][C:5]1[CH:10]=[CH:9][C:8]([C:11]2[CH:16]=[CH:15][CH:14]=[CH:13][CH:12]=2)=[C:7]([F:17])[CH:6]=1.[F:19][C:20]1[CH:25]=[C:24]([C:26](C)([CH2:30][CH3:31])[C:27]([OH:29])=[O:28])[CH:23]=[CH:22][C:21]=1[C:33]1[CH:38]=[CH:37][CH:36]=[CH:35][CH:34]=1.[Li+].[CH3:40][CH:41]([N-]C(C)C)C.I[CH2:48][CH3:49].[OH-].[Na+]. The catalyst is C1COCC1. The product is [F:19][C:20]1[CH:25]=[C:24]([CH:26]([CH2:30][CH3:31])[C:27]([OH:29])=[O:28])[CH:23]=[CH:22][C:21]=1[C:33]1[CH:34]=[CH:35][CH:36]=[CH:37][CH:38]=1.[CH3:1][O:2][C:3](=[O:18])[C:4]([CH2:48][CH3:49])([C:5]1[CH:10]=[CH:9][C:8]([C:11]2[CH:12]=[CH:13][CH:14]=[CH:15][CH:16]=2)=[C:7]([F:17])[CH:6]=1)[CH2:40][CH3:41]. The yield is 0.460.